This data is from Full USPTO retrosynthesis dataset with 1.9M reactions from patents (1976-2016). The task is: Predict the reactants needed to synthesize the given product. (1) Given the product [F:23][C:17]1[CH:18]=[C:19]([F:22])[CH:20]=[CH:21][C:16]=1[O:15][C:3]1[CH:4]=[C:5]2[C:9](=[CH:10][C:2]=1[C:25]#[N:27])[N:8]([CH2:11][CH:12]([CH3:14])[CH3:13])[N:7]=[CH:6]2, predict the reactants needed to synthesize it. The reactants are: Br[C:2]1[CH:10]=[C:9]2[C:5]([CH:6]=[N:7][N:8]2[CH2:11][CH:12]([CH3:14])[CH3:13])=[CH:4][C:3]=1[O:15][C:16]1[CH:21]=[CH:20][C:19]([F:22])=[CH:18][C:17]=1[F:23].C[C:25]([N:27](C)C)=O. (2) Given the product [CH3:1][O:2][C:3]([C:5]1[CH:6]=[C:7]2[C:12](=[CH:13][CH:14]=1)[N:11]([C:15](=[O:17])[CH3:16])[C:10]([CH3:19])([CH3:18])[CH2:9][C:8]2([C:5]1[CH:6]=[CH:7][CH:12]=[CH:13][CH:14]=1)[CH3:20])=[O:4], predict the reactants needed to synthesize it. The reactants are: [CH3:1][O:2][C:3]([C:5]1[CH:6]=[C:7]2[C:12](=[CH:13][CH:14]=1)[N:11]([C:15](=[O:17])[CH3:16])[C:10]([CH3:19])([CH3:18])[CH:9]=[C:8]2[CH3:20])=[O:4].[Al+3].[Cl-].[Cl-].[Cl-]. (3) Given the product [OH:22][C:7]([CH3:20])([CH2:6][CH2:5][C:4]1[C:9](=[O:8])[C:10]([CH3:13])=[C:11]([CH3:12])[C:2](=[O:1])[C:3]=1[CH3:21])[C:14]([N:16]([O:18][CH3:19])[CH3:17])=[O:15], predict the reactants needed to synthesize it. The reactants are: [OH:1][C:2]1[C:3]([CH3:21])=[C:4]2[C:9](=[C:10]([CH3:13])[C:11]=1[CH3:12])[O:8][C:7]([CH3:20])([C:14]([N:16]([O:18][CH3:19])[CH3:17])=[O:15])[CH2:6][CH2:5]2.[O:22]=[N+]([O-])[O-].[O-][N+](=O)[O-].[O-][N+](=O)[O-].[O-][N+](=O)[O-].[O-][N+](=O)[O-].[O-][N+](=O)[O-].[Ce+4].[NH4+].[NH4+].